From a dataset of NCI-60 drug combinations with 297,098 pairs across 59 cell lines. Regression. Given two drug SMILES strings and cell line genomic features, predict the synergy score measuring deviation from expected non-interaction effect. (1) Drug 2: CC(C)CN1C=NC2=C1C3=CC=CC=C3N=C2N. Synergy scores: CSS=23.7, Synergy_ZIP=-8.00, Synergy_Bliss=-0.388, Synergy_Loewe=-0.448, Synergy_HSA=-1.19. Cell line: SNB-75. Drug 1: CC12CCC3C(C1CCC2=O)CC(=C)C4=CC(=O)C=CC34C. (2) Synergy scores: CSS=-4.93, Synergy_ZIP=3.80, Synergy_Bliss=-0.177, Synergy_Loewe=-4.04, Synergy_HSA=-5.35. Cell line: M14. Drug 1: CC1=CC2C(CCC3(C2CCC3(C(=O)C)OC(=O)C)C)C4(C1=CC(=O)CC4)C. Drug 2: C(=O)(N)NO. (3) Drug 1: CC(C1=C(C=CC(=C1Cl)F)Cl)OC2=C(N=CC(=C2)C3=CN(N=C3)C4CCNCC4)N. Drug 2: C1C(C(OC1N2C=NC(=NC2=O)N)CO)O. Cell line: NCI-H460. Synergy scores: CSS=28.5, Synergy_ZIP=0.349, Synergy_Bliss=8.41, Synergy_Loewe=9.29, Synergy_HSA=9.49. (4) Synergy scores: CSS=14.5, Synergy_ZIP=-4.43, Synergy_Bliss=-2.55, Synergy_Loewe=-43.2, Synergy_HSA=-6.90. Cell line: NCI-H226. Drug 2: C1=NC(=NC(=O)N1C2C(C(C(O2)CO)O)O)N. Drug 1: CCCCCOC(=O)NC1=NC(=O)N(C=C1F)C2C(C(C(O2)C)O)O. (5) Cell line: NCI-H226. Drug 1: C1CN(CCN1C(=O)CCBr)C(=O)CCBr. Synergy scores: CSS=11.9, Synergy_ZIP=-4.64, Synergy_Bliss=-0.102, Synergy_Loewe=-1.45, Synergy_HSA=1.30. Drug 2: N.N.Cl[Pt+2]Cl.